Task: Predict the reactants needed to synthesize the given product.. Dataset: Full USPTO retrosynthesis dataset with 1.9M reactions from patents (1976-2016) (1) Given the product [CH:27]([O:26][C:20]1[CH:19]=[C:18]2[C:23]([C:14]([N:11]3[CH2:10][CH2:9][N:8]([C:6]([NH:46][C:47]4[CH:48]=[CH:49][C:50]([O:24][C:21]5[CH:22]=[CH:23][CH:18]=[CH:19][CH:20]=5)=[CH:51][CH:52]=4)=[O:7])[CH2:13][CH2:12]3)=[N:15][CH:16]=[N:17]2)=[CH:22][C:21]=1[O:24][CH3:25])([CH3:28])[CH3:29], predict the reactants needed to synthesize it. The reactants are: C(O[C:6]([N:8]1[CH2:13][CH2:12][N:11]([C:14]2[C:23]3[C:18](=[CH:19][C:20]([O:26][CH:27]([CH3:29])[CH3:28])=[C:21]([O:24][CH3:25])[CH:22]=3)[N:17]=[CH:16][N:15]=2)[CH2:10][CH2:9]1)=[O:7])(C)(C)C.C(OC(N1CCN(C2[C:52]3[C:47](=[CH:48][C:49](F)=[C:50](F)[CH:51]=3)[N:46]=CN=2)CC1)=O)(C)(C)C. (2) Given the product [OH:24][CH:25]([C:26]1[CH:3]=[CH:1][N:4]=[CH:5][CH:7]=1)[CH2:20][C:19]#[N:21], predict the reactants needed to synthesize it. The reactants are: [CH:1]([NH:4][CH:5]([CH3:7])C)([CH3:3])C.C([Li])CCC.CCCCCC.[C:19](#[N:21])[CH3:20].[Cl-].[NH4+].[O:24]1CC[CH2:26][CH2:25]1. (3) Given the product [K:29].[CH3:1][N:2]1[C:11](=[O:12])[C:10]2[C:5](=[CH:6][CH:7]=[CH:8][CH:9]=2)[N:4]=[C:3]1[CH2:13][O:14][C:15]1[CH:28]=[CH:27][C:18]([CH2:19][CH:20]2[S:24][C:23](=[O:25])[NH:22][C:21]2=[O:26])=[CH:17][CH:16]=1, predict the reactants needed to synthesize it. The reactants are: [CH3:1][N:2]1[C:11](=[O:12])[C:10]2[C:5](=[CH:6][CH:7]=[CH:8][CH:9]=2)[N:4]=[C:3]1[CH2:13][O:14][C:15]1[CH:28]=[CH:27][C:18]([CH2:19][CH:20]2[S:24][C:23](=[O:25])[NH:22][C:21]2=[O:26])=[CH:17][CH:16]=1.[K:29].